Dataset: Catalyst prediction with 721,799 reactions and 888 catalyst types from USPTO. Task: Predict which catalyst facilitates the given reaction. (1) Reactant: [Cl:1][C:2]1[CH:3]=[C:4]([C:10]2[O:11][C:12]3[C:17]([C:18](=[O:20])[CH:19]=2)=[C:16]([OH:21])[CH:15]=[C:14]([OH:22])[CH:13]=3)[CH:5]=[CH:6][C:7]=1[O:8][CH3:9].C(N(CC)C(C)C)(C)C.[CH3:32][O:33][CH2:34]Cl.O. Product: [Cl:1][C:2]1[CH:3]=[C:4]([C:10]2[O:11][C:12]3[C:17]([C:18](=[O:20])[CH:19]=2)=[C:16]([OH:21])[CH:15]=[C:14]([O:22][CH2:32][O:33][CH3:34])[CH:13]=3)[CH:5]=[CH:6][C:7]=1[O:8][CH3:9]. The catalyst class is: 3. (2) Reactant: C([N:8]1[CH2:13][CH2:12][CH:11]([O:14][CH:15]([C:23]2[CH:28]=[CH:27][C:26]([Cl:29])=[CH:25][CH:24]=2)[C:16]2[CH:21]=[CH:20][CH:19]=[CH:18][C:17]=2[Cl:22])[CH2:10][CH2:9]1)C1C=CC=CC=1.[C:30]([Cl:33])(Cl)=[O:31]. Product: [Cl:22][C:17]1[CH:18]=[CH:19][CH:20]=[CH:21][C:16]=1[CH:15]([O:14][CH:11]1[CH2:12][CH2:13][N:8]([C:30]([Cl:33])=[O:31])[CH2:9][CH2:10]1)[C:23]1[CH:24]=[CH:25][C:26]([Cl:29])=[CH:27][CH:28]=1. The catalyst class is: 4. (3) Reactant: [CH3:1][C:2]1[CH:23]=[C:22]([CH3:24])[C:21]([C:25]2[NH:38][C:28]3[CH:29]=[N:30][C:31]([N:33]4[CH2:37][CH2:36][CH2:35][CH2:34]4)=[CH:32][C:27]=3[N:26]=2)=[CH:20][C:3]=1[C:4]([N:6]1[CH2:11][CH2:10][CH:9]([C:12]2[CH:19]=[CH:18][C:15]([C:16]#[N:17])=[CH:14][CH:13]=2)[CH2:8][CH2:7]1)=[O:5].[ClH:39].O1CCOCC1. Product: [ClH:39].[CH3:1][C:2]1[CH:23]=[C:22]([CH3:24])[C:21]([C:25]2[NH:38][C:28]3[CH:29]=[N:30][C:31]([N:33]4[CH2:37][CH2:36][CH2:35][CH2:34]4)=[CH:32][C:27]=3[N:26]=2)=[CH:20][C:3]=1[C:4]([N:6]1[CH2:7][CH2:8][CH:9]([C:12]2[CH:13]=[CH:14][C:15]([C:16]#[N:17])=[CH:18][CH:19]=2)[CH2:10][CH2:11]1)=[O:5]. The catalyst class is: 4. (4) Reactant: [CH2:1]([NH:3][C:4]([C:6]1[N:10]2[C:11](=[O:27])[CH:12]=[C:13]([CH2:15][C:16]3[CH:21]=[CH:20][CH:19]=[C:18]([C:22]([F:25])([F:24])[F:23])[C:17]=3[F:26])[N:14]=[C:9]2[S:8][C:7]=1[CH3:28])=[O:5])[CH3:2].[CH2:29]([Li])CCC.IC. Product: [CH2:1]([NH:3][C:4]([C:6]1[N:10]2[C:11](=[O:27])[CH:12]=[C:13]([CH:15]([C:16]3[CH:21]=[CH:20][CH:19]=[C:18]([C:22]([F:24])([F:23])[F:25])[C:17]=3[F:26])[CH3:29])[N:14]=[C:9]2[S:8][C:7]=1[CH3:28])=[O:5])[CH3:2]. The catalyst class is: 7. (5) Reactant: [CH3:1][C:2]1([CH3:24])[O:7][CH2:6][CH:5]([NH:8][C:9]2[C:14]([NH:15][CH2:16][C:17](OCC)=[O:18])=[CH:13][CH:12]=[C:11]([O:22][CH3:23])[N:10]=2)[CH2:4][O:3]1.[H-].[Na+].[Cl-].[NH4+]. Product: [CH3:1][C:2]1([CH3:24])[O:7][CH2:6][CH:5]([N:8]2[C:17](=[O:18])[CH2:16][NH:15][C:14]3[CH:13]=[CH:12][C:11]([O:22][CH3:23])=[N:10][C:9]2=3)[CH2:4][O:3]1. The catalyst class is: 56. (6) Reactant: C([O:3][C:4]([C:6]1[C:7]([C:22]([F:25])([F:24])[F:23])=[CH:8][C:9]([N:12]2[C:16](=[O:17])[C:15]([CH3:18])=[C:14]([O:19][CH3:20])[CH:13]2[OH:21])=[N:10][CH:11]=1)=[CH2:5])C.Cl.C(=O)(O)[O-].[Na+]. Product: [C:4]([C:6]1[C:7]([C:22]([F:25])([F:23])[F:24])=[CH:8][C:9]([N:12]2[C:16](=[O:17])[C:15]([CH3:18])=[C:14]([O:19][CH3:20])[CH:13]2[OH:21])=[N:10][CH:11]=1)(=[O:3])[CH3:5]. The catalyst class is: 21.